The task is: Predict the reactants needed to synthesize the given product.. This data is from Full USPTO retrosynthesis dataset with 1.9M reactions from patents (1976-2016). (1) Given the product [CH2:19]([N:16]1[CH2:15][CH2:14][CH:13]([O:12][C:10]2[C:9]3[C:4](=[CH:5][CH:6]=[CH:7][CH:8]=3)[N:3]=[C:2]([CH3:1])[N:11]=2)[CH2:18][CH2:17]1)[C:42]1[CH:47]=[CH:46][CH:45]=[CH:44][CH:43]=1, predict the reactants needed to synthesize it. The reactants are: [CH3:1][C:2]1[N:11]=[C:10]([O:12][CH:13]2[CH2:18][CH2:17][N:16]([C:19](OCC=C)=O)[CH2:15][CH2:14]2)[C:9]2[C:4](=[CH:5][CH:6]=[CH:7][CH:8]=2)[N:3]=1.N1CCOCC1.CCN(C(C)C)C(C)C.BrC[C:42]1[CH:47]=[CH:46][CH:45]=[CH:44][CH:43]=1. (2) Given the product [CH:16]1([C:14]2[NH:13][C:3]3[C:4](=[O:12])[N:5]([CH2:9][CH2:10][CH3:11])[C:6]([Cl:22])=[N:7][C:2]=3[N:1]=2)[CH2:20][CH2:19][CH2:18][CH2:17]1, predict the reactants needed to synthesize it. The reactants are: [NH2:1][C:2]1[NH:7][C:6](=O)[N:5]([CH2:9][CH2:10][CH3:11])[C:4](=[O:12])[C:3]=1[NH:13][C:14]([CH:16]1[CH2:20][CH2:19][CH2:18][CH2:17]1)=O.P(Cl)(Cl)(Cl)(Cl)[Cl:22].